Dataset: Full USPTO retrosynthesis dataset with 1.9M reactions from patents (1976-2016). Task: Predict the reactants needed to synthesize the given product. (1) Given the product [CH3:1][O:2][C:3]1[CH:15]=[C:14]([O:16][CH3:17])[CH:13]=[C:12]2[C:4]=1[C@@:5]1([CH3:26])[C@H:10]([CH2:11]2)[C@@:9]2([CH3:25])[CH2:18][CH2:19][C:20](=[O:24])[C:21]([CH3:22])([CH3:23])[C@@H:8]2[CH2:7][CH2:6]1, predict the reactants needed to synthesize it. The reactants are: [CH3:1][O:2][C:3]1[CH:15]=[C:14]([O:16][CH3:17])[CH:13]=[C:12]2[C:4]=1[C@@:5]1([CH3:26])[C@H:10]([CH2:11]2)[C@@:9]2([CH3:25])[CH2:18][CH2:19][C@H:20]([OH:24])[C:21]([CH3:23])([CH3:22])[C@@H:8]2[CH2:7][CH2:6]1.CC(OI1(OC(C)=O)(OC(C)=O)OC(=O)C2C=CC=CC1=2)=O.C([O-])(O)=O.[Na+]. (2) Given the product [O:4]1[CH2:5][CH2:6][N:1]([C:7]2[CH:12]=[CH:11][C:10]([NH:13][C:14]([C:15]3[CH:20]=[CH:19][C:18]4[NH:21][C:38]([C:37]5[CH:36]=[CH:35][C:34]([N:28]6[CH2:33][CH2:32][O:31][CH2:30][CH2:29]6)=[CH:41][CH:40]=5)=[N:24][C:17]=4[CH:16]=3)=[O:27])=[CH:9][CH:8]=2)[CH2:2][CH2:3]1, predict the reactants needed to synthesize it. The reactants are: [N:1]1([C:7]2[CH:12]=[CH:11][C:10]([NH:13][C:14](=[O:27])[C:15]3[CH:20]=[CH:19][C:18]([N+:21]([O-])=O)=[C:17]([N+:24]([O-])=O)[CH:16]=3)=[CH:9][CH:8]=2)[CH2:6][CH2:5][O:4][CH2:3][CH2:2]1.[N:28]1([C:34]2[CH:41]=[CH:40][C:37]([CH:38]=O)=[CH:36][CH:35]=2)[CH2:33][CH2:32][O:31][CH2:30][CH2:29]1. (3) Given the product [Cl:1][C:2]1[C:3]([CH3:33])=[C:4]([CH:29]=[CH:30][C:31]=1[Cl:32])[O:5][CH:6]1[CH2:7][CH2:8][N:9]([CH2:12][CH:13]2[CH2:14][CH2:15][N:16]([C@@:19]([CH3:28])([CH2:24][CH:25]([CH3:27])[CH3:26])[C:20]([OH:22])=[O:21])[CH2:17][CH2:18]2)[CH2:10][CH2:11]1, predict the reactants needed to synthesize it. The reactants are: [Cl:1][C:2]1[C:3]([CH3:33])=[C:4]([CH:29]=[CH:30][C:31]=1[Cl:32])[O:5][CH:6]1[CH2:11][CH2:10][N:9]([CH2:12][CH:13]2[CH2:18][CH2:17][N:16]([C@@:19]([CH3:28])([CH2:24][CH:25]([CH3:27])[CH3:26])[C:20]([O:22]C)=[O:21])[CH2:15][CH2:14]2)[CH2:8][CH2:7]1.[OH-].[Ba+2].[OH-].CN1C(=O)CCC1.O. (4) Given the product [Cl:1][C:2]1[C:3]([N:10]2[CH2:15][CH2:14][C@@H:13]([O:16][C:17]3[CH:18]=[CH:19][C:20]([N:23]4[C@@H:27]([CH2:28][C:29]([O:31][CH3:39])=[O:30])[C@H:26]([CH3:32])[C:25]([C:33]([F:36])([F:34])[F:35])=[N:24]4)=[CH:21][CH:22]=3)[C@H:12]([CH3:37])[CH2:11]2)=[CH:4][C:5]([O:8][CH3:9])=[N:6][CH:7]=1, predict the reactants needed to synthesize it. The reactants are: [Cl:1][C:2]1[C:3]([N:10]2[CH2:15][CH2:14][C@@H:13]([O:16][C:17]3[CH:22]=[CH:21][C:20]([N:23]4[C@@H:27]([CH2:28][C:29]([O-:31])=[O:30])[C@H:26]([CH3:32])[C:25]([C:33]([F:36])([F:35])[F:34])=[N:24]4)=[CH:19][CH:18]=3)[C@H:12]([CH3:37])[CH2:11]2)=[CH:4][C:5]([O:8][CH3:9])=[N:6][CH:7]=1.O[C:39]1C=CC(N2[C@@H](CC(OC)=O)[C@H](C)C(C(F)(F)F)=N2)=CC=1.ClC1C(N2CC[C@H](O)[C@H](C)C2)=CC(OC)=NC=1.C(P(CCCC)CCCC)CCC.N(/C(N1CCCCC1)=O)=N\C(N1CCCCC1)=O.